This data is from NCI-60 drug combinations with 297,098 pairs across 59 cell lines. The task is: Regression. Given two drug SMILES strings and cell line genomic features, predict the synergy score measuring deviation from expected non-interaction effect. (1) Drug 1: CC1C(C(CC(O1)OC2CC(CC3=C2C(=C4C(=C3O)C(=O)C5=C(C4=O)C(=CC=C5)OC)O)(C(=O)CO)O)N)O.Cl. Drug 2: CCC1=CC2CC(C3=C(CN(C2)C1)C4=CC=CC=C4N3)(C5=C(C=C6C(=C5)C78CCN9C7C(C=CC9)(C(C(C8N6C)(C(=O)OC)O)OC(=O)C)CC)OC)C(=O)OC.C(C(C(=O)O)O)(C(=O)O)O. Cell line: SR. Synergy scores: CSS=60.6, Synergy_ZIP=-1.44, Synergy_Bliss=-3.50, Synergy_Loewe=-4.37, Synergy_HSA=-2.46. (2) Drug 1: C1=CC(=CC=C1CCC2=CNC3=C2C(=O)NC(=N3)N)C(=O)NC(CCC(=O)O)C(=O)O. Drug 2: C1=CC(=CC=C1CCCC(=O)O)N(CCCl)CCCl. Cell line: CAKI-1. Synergy scores: CSS=45.5, Synergy_ZIP=-10.5, Synergy_Bliss=-7.41, Synergy_Loewe=-7.60, Synergy_HSA=-2.95. (3) Synergy scores: CSS=28.7, Synergy_ZIP=-5.49, Synergy_Bliss=-2.47, Synergy_Loewe=-59.6, Synergy_HSA=0.851. Drug 1: CC1=CC=C(C=C1)C2=CC(=NN2C3=CC=C(C=C3)S(=O)(=O)N)C(F)(F)F. Cell line: MDA-MB-231. Drug 2: C1=NC2=C(N=C(N=C2N1C3C(C(C(O3)CO)O)F)Cl)N. (4) Drug 1: CC1=C(C=C(C=C1)C(=O)NC2=CC(=CC(=C2)C(F)(F)F)N3C=C(N=C3)C)NC4=NC=CC(=N4)C5=CN=CC=C5. Drug 2: C1CN(P(=O)(OC1)NCCCl)CCCl. Cell line: NCI-H322M. Synergy scores: CSS=10.5, Synergy_ZIP=-1.80, Synergy_Bliss=2.47, Synergy_Loewe=-2.72, Synergy_HSA=3.13. (5) Drug 1: CC12CCC(CC1=CCC3C2CCC4(C3CC=C4C5=CN=CC=C5)C)O. Drug 2: CCC1(C2=C(COC1=O)C(=O)N3CC4=CC5=C(C=CC(=C5CN(C)C)O)N=C4C3=C2)O.Cl. Cell line: UACC62. Synergy scores: CSS=11.0, Synergy_ZIP=-9.46, Synergy_Bliss=-5.49, Synergy_Loewe=-21.5, Synergy_HSA=-5.22. (6) Drug 1: C1CC(=O)NC(=O)C1N2CC3=C(C2=O)C=CC=C3N. Drug 2: CC1C(C(CC(O1)OC2CC(CC3=C2C(=C4C(=C3O)C(=O)C5=CC=CC=C5C4=O)O)(C(=O)C)O)N)O. Cell line: MDA-MB-435. Synergy scores: CSS=54.8, Synergy_ZIP=0.379, Synergy_Bliss=3.04, Synergy_Loewe=-25.6, Synergy_HSA=2.59. (7) Drug 1: CNC(=O)C1=CC=CC=C1SC2=CC3=C(C=C2)C(=NN3)C=CC4=CC=CC=N4. Drug 2: COCCOC1=C(C=C2C(=C1)C(=NC=N2)NC3=CC=CC(=C3)C#C)OCCOC.Cl. Cell line: NCIH23. Synergy scores: CSS=5.66, Synergy_ZIP=4.77, Synergy_Bliss=3.46, Synergy_Loewe=2.09, Synergy_HSA=2.41.